Dataset: Reaction yield outcomes from USPTO patents with 853,638 reactions. Task: Predict the reaction yield, written as a fraction of the theoretical maximum amount of product (1.0 means a 100% yield; for example, 0.34 means a 34% yield). (1) The catalyst is C(Cl)Cl. The yield is 0.970. The reactants are [C:1]1([S:7]([CH:10]([NH:33][CH2:34][C:35]2[CH:40]=[CH:39][C:38]([C:41]3[CH:46]=[CH:45][CH:44]=[C:43]([O:47][CH2:48][CH3:49])[CH:42]=3)=[CH:37][CH:36]=2)[C:11]2[N:16]=[C:15]([N:17]([CH2:25][C:26]([O:28]C(C)(C)C)=[O:27])C(OC(C)(C)C)=O)[CH:14]=[CH:13][CH:12]=2)(=[O:9])=[O:8])[CH:6]=[CH:5][CH:4]=[CH:3][CH:2]=1.FC(F)(F)C(O)=O. The product is [C:1]1([S:7]([CH:10]([NH:33][CH2:34][C:35]2[CH:36]=[CH:37][C:38]([C:41]3[CH:46]=[CH:45][CH:44]=[C:43]([O:47][CH2:48][CH3:49])[CH:42]=3)=[CH:39][CH:40]=2)[C:11]2[N:16]=[C:15]([NH:17][CH2:25][C:26]([OH:28])=[O:27])[CH:14]=[CH:13][CH:12]=2)(=[O:9])=[O:8])[CH:6]=[CH:5][CH:4]=[CH:3][CH:2]=1. (2) The reactants are [CH3:1][CH:2]([NH:12][C:13]([CH3:16])([CH3:15])[CH3:14])[C:3]([C:5]1[CH:6]=[CH:7][CH:8]=[C:9]([Cl:11])[CH:10]=1)=[O:4].Cl.C(=O)([O-])[O-].[Na+].[Na+]. The catalyst is O. The product is [CH3:1][CH:2]([NH:12][C:13]([CH3:14])([CH3:16])[CH3:15])[C:3]([C:5]1[CH:6]=[CH:7][CH:8]=[C:9]([Cl:11])[CH:10]=1)=[O:4]. The yield is 0.900.